Dataset: Reaction yield outcomes from USPTO patents with 853,638 reactions. Task: Predict the reaction yield, written as a fraction of the theoretical maximum amount of product (1.0 means a 100% yield; for example, 0.34 means a 34% yield). (1) The reactants are [CH3:1][N:2]1[C:10]2[C:5](=[CH:6][CH:7]=[CH:8][CH:9]=2)[CH:4]=[C:3]1[C:11]([OH:13])=O.[NH2:14][C@H:15]([C:23]([NH:25][C@H:26]([CH:39]=[O:40])[CH2:27][C:28](=[N:34][NH:35][C:36]([NH2:38])=[O:37])[O:29][C:30]([CH3:33])([CH3:32])[CH3:31])=[O:24])[CH2:16][C:17]1[CH:22]=[CH:21][CH:20]=[CH:19][CH:18]=1.CCN=C=NCCCN(C)C.CCOCC. The catalyst is C(Cl)Cl.CN(C1C=CN=CC=1)C. The product is [CH3:1][N:2]1[C:10]2[C:5](=[CH:6][CH:7]=[CH:8][CH:9]=2)[CH:4]=[C:3]1[C:11]([NH:14][C@H:15]([C:23]([NH:25][C@H:26]([CH:39]=[O:40])[CH2:27][C:28](=[N:34][NH:35][C:36]([NH2:38])=[O:37])[O:29][C:30]([CH3:32])([CH3:33])[CH3:31])=[O:24])[CH2:16][C:17]1[CH:18]=[CH:19][CH:20]=[CH:21][CH:22]=1)=[O:13]. The yield is 0.820. (2) The reactants are [CH2:1]([C:15]1[CH:20]=[CH:19][C:18]([S:21](Cl)(=[O:23])=[O:22])=[CH:17][CH:16]=1)[CH2:2][CH2:3][CH2:4][CH2:5][CH2:6][CH2:7][CH2:8][CH2:9][CH2:10][CH2:11][CH2:12][CH2:13][CH3:14].[S:25]1[CH:29]=[N:28][N:27]=[C:26]1[NH2:30].Cl. The catalyst is N1C=CC=CC=1. The product is [CH2:1]([C:15]1[CH:20]=[CH:19][C:18]([S:21]([NH:30][C:26]2[S:25][CH:29]=[N:28][N:27]=2)(=[O:23])=[O:22])=[CH:17][CH:16]=1)[CH2:2][CH2:3][CH2:4][CH2:5][CH2:6][CH2:7][CH2:8][CH2:9][CH2:10][CH2:11][CH2:12][CH2:13][CH3:14]. The yield is 0.470. (3) The reactants are ClCCl.[CH2:4]([N:11]1[CH2:16][CH2:15][NH:14][CH2:13][CH2:12]1)[C:5]1[CH:10]=[CH:9][CH:8]=[CH:7][CH:6]=1.[CH3:17][S:18](Cl)(=[O:20])=[O:19]. The catalyst is C(=O)([O-])[O-].[Na+].[Na+]. The product is [CH2:4]([N:11]1[CH2:16][CH2:15][N:14]([S:18]([CH3:17])(=[O:20])=[O:19])[CH2:13][CH2:12]1)[C:5]1[CH:6]=[CH:7][CH:8]=[CH:9][CH:10]=1. The yield is 0.660. (4) The reactants are [Cl:1][C:2]1[CH:7]=[CH:6][C:5]([N:8]2[CH:12]=[C:11]([CH2:13]O)[C:10]([C:15]([NH:17][C:18]3[CH:23]=[CH:22][C:21]([O:24]COCC[Si](C)(C)C)=[C:20]([O:33][CH3:34])[CH:19]=3)=[O:16])=[N:9]2)=[CH:4][CH:3]=1.CS([Cl:39])(=O)=O.C(N(CC)CC)C. The catalyst is C(Cl)Cl. The product is [Cl:39][CH2:13][C:11]1[C:10]([C:15]([NH:17][C:18]2[CH:23]=[CH:22][C:21]([OH:24])=[C:20]([O:33][CH3:34])[CH:19]=2)=[O:16])=[N:9][N:8]([C:5]2[CH:6]=[CH:7][C:2]([Cl:1])=[CH:3][CH:4]=2)[CH:12]=1. The yield is 0.440.